Dataset: NCI-60 drug combinations with 297,098 pairs across 59 cell lines. Task: Regression. Given two drug SMILES strings and cell line genomic features, predict the synergy score measuring deviation from expected non-interaction effect. (1) Drug 1: CCCCC(=O)OCC(=O)C1(CC(C2=C(C1)C(=C3C(=C2O)C(=O)C4=C(C3=O)C=CC=C4OC)O)OC5CC(C(C(O5)C)O)NC(=O)C(F)(F)F)O. Drug 2: C1CN1C2=NC(=NC(=N2)N3CC3)N4CC4. Cell line: HCC-2998. Synergy scores: CSS=60.2, Synergy_ZIP=5.77, Synergy_Bliss=7.97, Synergy_Loewe=-10.7, Synergy_HSA=7.14. (2) Drug 1: CS(=O)(=O)CCNCC1=CC=C(O1)C2=CC3=C(C=C2)N=CN=C3NC4=CC(=C(C=C4)OCC5=CC(=CC=C5)F)Cl. Drug 2: C(=O)(N)NO. Cell line: SW-620. Synergy scores: CSS=1.52, Synergy_ZIP=-1.52, Synergy_Bliss=-2.58, Synergy_Loewe=-1.68, Synergy_HSA=-1.76. (3) Drug 1: CCC(=C(C1=CC=CC=C1)C2=CC=C(C=C2)OCCN(C)C)C3=CC=CC=C3.C(C(=O)O)C(CC(=O)O)(C(=O)O)O. Drug 2: CC1=C(N=C(N=C1N)C(CC(=O)N)NCC(C(=O)N)N)C(=O)NC(C(C2=CN=CN2)OC3C(C(C(C(O3)CO)O)O)OC4C(C(C(C(O4)CO)O)OC(=O)N)O)C(=O)NC(C)C(C(C)C(=O)NC(C(C)O)C(=O)NCCC5=NC(=CS5)C6=NC(=CS6)C(=O)NCCC[S+](C)C)O. Cell line: M14. Synergy scores: CSS=14.8, Synergy_ZIP=-6.50, Synergy_Bliss=-0.820, Synergy_Loewe=-14.8, Synergy_HSA=-1.23. (4) Synergy scores: CSS=85.5, Synergy_ZIP=-3.43, Synergy_Bliss=-3.99, Synergy_Loewe=-1.93, Synergy_HSA=0.915. Cell line: K-562. Drug 2: C1=C(C(=O)NC(=O)N1)F. Drug 1: CCC1=CC2CC(C3=C(CN(C2)C1)C4=CC=CC=C4N3)(C5=C(C=C6C(=C5)C78CCN9C7C(C=CC9)(C(C(C8N6C)(C(=O)OC)O)OC(=O)C)CC)OC)C(=O)OC.C(C(C(=O)O)O)(C(=O)O)O. (5) Drug 1: C1CCC(C1)C(CC#N)N2C=C(C=N2)C3=C4C=CNC4=NC=N3. Drug 2: CC1=C(C=C(C=C1)C(=O)NC2=CC(=CC(=C2)C(F)(F)F)N3C=C(N=C3)C)NC4=NC=CC(=N4)C5=CN=CC=C5. Cell line: SNB-19. Synergy scores: CSS=-0.707, Synergy_ZIP=3.77, Synergy_Bliss=5.36, Synergy_Loewe=2.60, Synergy_HSA=1.33. (6) Drug 1: CC1=C(C=C(C=C1)NC2=NC=CC(=N2)N(C)C3=CC4=NN(C(=C4C=C3)C)C)S(=O)(=O)N.Cl. Drug 2: CC1=C(N=C(N=C1N)C(CC(=O)N)NCC(C(=O)N)N)C(=O)NC(C(C2=CN=CN2)OC3C(C(C(C(O3)CO)O)O)OC4C(C(C(C(O4)CO)O)OC(=O)N)O)C(=O)NC(C)C(C(C)C(=O)NC(C(C)O)C(=O)NCCC5=NC(=CS5)C6=NC(=CS6)C(=O)NCCC[S+](C)C)O. Cell line: U251. Synergy scores: CSS=5.62, Synergy_ZIP=-11.3, Synergy_Bliss=-18.5, Synergy_Loewe=-15.6, Synergy_HSA=-14.5. (7) Drug 1: CCC(=C(C1=CC=CC=C1)C2=CC=C(C=C2)OCCN(C)C)C3=CC=CC=C3.C(C(=O)O)C(CC(=O)O)(C(=O)O)O. Drug 2: CC12CCC3C(C1CCC2O)C(CC4=C3C=CC(=C4)O)CCCCCCCCCS(=O)CCCC(C(F)(F)F)(F)F. Cell line: OVCAR3. Synergy scores: CSS=5.60, Synergy_ZIP=8.53, Synergy_Bliss=6.05, Synergy_Loewe=3.64, Synergy_HSA=5.03. (8) Drug 1: C1=CN(C=N1)CC(O)(P(=O)(O)O)P(=O)(O)O. Cell line: NCIH23. Synergy scores: CSS=33.5, Synergy_ZIP=0.119, Synergy_Bliss=-2.52, Synergy_Loewe=-33.4, Synergy_HSA=-3.12. Drug 2: CC1C(C(CC(O1)OC2CC(CC3=C2C(=C4C(=C3O)C(=O)C5=CC=CC=C5C4=O)O)(C(=O)C)O)N)O. (9) Drug 1: CC1C(C(CC(O1)OC2CC(CC3=C2C(=C4C(=C3O)C(=O)C5=C(C4=O)C(=CC=C5)OC)O)(C(=O)C)O)N)O.Cl. Drug 2: CCN(CC)CCNC(=O)C1=C(NC(=C1C)C=C2C3=C(C=CC(=C3)F)NC2=O)C. Cell line: A498. Synergy scores: CSS=10.9, Synergy_ZIP=-3.47, Synergy_Bliss=-0.768, Synergy_Loewe=-6.51, Synergy_HSA=-1.92.